This data is from Reaction yield outcomes from USPTO patents with 853,638 reactions. The task is: Predict the reaction yield, written as a fraction of the theoretical maximum amount of product (1.0 means a 100% yield; for example, 0.34 means a 34% yield). (1) The reactants are [N+:1]([O-:4])(O)=[O:2].[CH3:5][O:6][C:7](=[O:19])[C:8]1[CH:13]=[CH:12][C:11]([OH:14])=[C:10]([C:15]([F:18])([F:17])[F:16])[CH:9]=1. The catalyst is C(O)(=O)C. The product is [CH3:5][O:6][C:7](=[O:19])[C:8]1[CH:9]=[C:10]([C:15]([F:18])([F:17])[F:16])[C:11]([OH:14])=[C:12]([N+:1]([O-:4])=[O:2])[CH:13]=1. The yield is 0.990. (2) The catalyst is CO.[Pd]. The reactants are [CH2:1]([O:5][C:6]1[CH:7]=[C:8](/[CH:28]=[CH:29]/[C:30]([O:32][CH3:33])=[O:31])[CH:9]=[CH:10][C:11]=1[C:12]1[CH:17]=[CH:16][CH:15]=[C:14]([N:18]([CH3:27])[C:19]([NH:21][CH2:22][CH2:23][CH2:24][CH2:25][CH3:26])=[O:20])[N:13]=1)[CH2:2][CH2:3][CH3:4]. The product is [CH2:1]([O:5][C:6]1[CH:7]=[C:8]([CH2:28][CH2:29][C:30]([O:32][CH3:33])=[O:31])[CH:9]=[CH:10][C:11]=1[C:12]1[CH:17]=[CH:16][CH:15]=[C:14]([N:18]([CH3:27])[C:19]([NH:21][CH2:22][CH2:23][CH2:24][CH2:25][CH3:26])=[O:20])[N:13]=1)[CH2:2][CH2:3][CH3:4]. The yield is 0.860. (3) The reactants are [CH3:1][O:2][C:3]1[CH:4]=[C:5]2[O:9][C:8]([C:10]3[N:11]=[C:12]4[N:16]([CH:17]=3)[N:15]=[C:14]([O:18][CH3:19])[S:13]4)=[CH:7][C:6]2=[C:20]([OH:22])[CH:21]=1.C1(P(C2C=CC=CC=2)C2C=CC=CC=2)C=CC=CC=1.[CH3:42][C:43]1[S:44][CH:45]=[C:46]([CH2:48]O)[N:47]=1.CC(OC(/N=N/C(OC(C)C)=O)=O)C. The catalyst is C1COCC1.ClCCl. The product is [CH3:19][O:18][C:14]1[S:13][C:12]2=[N:11][C:10]([C:8]3[O:9][C:5]4[CH:4]=[C:3]([O:2][CH3:1])[CH:21]=[C:20]([O:22][CH2:48][C:46]5[N:47]=[C:43]([CH3:42])[S:44][CH:45]=5)[C:6]=4[CH:7]=3)=[CH:17][N:16]2[N:15]=1. The yield is 0.760.